Predict which catalyst facilitates the given reaction. From a dataset of Catalyst prediction with 721,799 reactions and 888 catalyst types from USPTO. (1) Reactant: Cl[C:2](OCC)=[O:3].[CH3:7][O:8][C:9](=[O:21])[C:10]1[CH:18]=[CH:17][C:13]([C:14]([OH:16])=O)=[C:12]([OH:19])[C:11]=1[OH:20].C(N(CC)CC)C.[CH2:29]([NH2:36])[C:30]1[CH:35]=[CH:34][CH:33]=[CH:32][CH:31]=1. Product: [CH3:7][O:8][C:9]([C:10]1[CH:18]=[CH:17][C:13]2[C:14](=[O:16])[N:36]([CH2:29][C:30]3[CH:35]=[CH:34][CH:33]=[CH:32][CH:31]=3)[C:2](=[O:3])[O:19][C:12]=2[C:11]=1[OH:20])=[O:21]. The catalyst class is: 4. (2) Reactant: [C:1]([O:5][C:6]([N:8]1[CH2:12][CH2:11][CH2:10][CH:9]1[CH:13]=[CH:14][C:15]([O:17]CC)=[O:16])=[O:7])([CH3:4])([CH3:3])[CH3:2].O[Li].O. Product: [C:1]([O:5][C:6]([N:8]1[CH2:12][CH2:11][CH2:10][CH:9]1[CH:13]=[CH:14][C:15]([OH:17])=[O:16])=[O:7])([CH3:4])([CH3:2])[CH3:3]. The catalyst class is: 20. (3) Reactant: [O:1]=[C:2]([CH2:9][C:10](OCC)=O)[CH2:3][C:4](OCC)=[O:5].[CH:15]([O:22]CC)([O:19][CH2:20][CH3:21])OCC.C(OC(=O)C)(=O)C.[CH3:32][NH2:33]. Product: [OH:1][C:2]1[C:9]([C:15]([O:19][CH2:20][CH3:21])=[O:22])=[CH:10][N:33]([CH3:32])[C:4](=[O:5])[CH:3]=1. The catalyst class is: 6.